The task is: Predict the reaction yield, written as a fraction of the theoretical maximum amount of product (1.0 means a 100% yield; for example, 0.34 means a 34% yield).. This data is from Reaction yield outcomes from USPTO patents with 853,638 reactions. (1) The reactants are [Cl:1][C:2]1[CH:26]=[CH:25][C:5]([CH2:6][C:7]2[C:11]([C:12]#[N:13])=[C:10]([N:14]3[CH2:19][CH2:18][O:17][CH2:16][CH2:15]3)[S:9][C:8]=2[C:20]([O:22]CC)=[O:21])=[CH:4][C:3]=1[F:27].O1CCCC1.CO.[OH-].[Na+].O. No catalyst specified. The product is [Cl:1][C:2]1[CH:26]=[CH:25][C:5]([CH2:6][C:7]2[C:11]([C:12]#[N:13])=[C:10]([N:14]3[CH2:19][CH2:18][O:17][CH2:16][CH2:15]3)[S:9][C:8]=2[C:20]([OH:22])=[O:21])=[CH:4][C:3]=1[F:27]. The yield is 0.663. (2) The reactants are [Br:1]Br.[CH3:3][C@@H:4]1[NH:10][C:9]2[N:11]=[CH:12][CH:13]=[CH:14][C:8]=2[CH2:7][NH:6][C:5]1=[O:15]. The catalyst is C(O)(=O)C. The product is [Br:1][C:13]1[CH:12]=[N:11][C:9]2[NH:10][C@@H:4]([CH3:3])[C:5](=[O:15])[NH:6][CH2:7][C:8]=2[CH:14]=1. The yield is 0.710. (3) The product is [Br:1][C:2]1[CH:20]=[CH:19][C:5]([NH:6][C:7]2[C:12]([C:13]([O:15][CH2:16][CH3:17])=[O:14])=[CH:11][N:10]([CH3:9])[C:41](=[O:42])[CH:40]=2)=[C:4]([F:21])[CH:3]=1. The yield is 0.770. The reactants are [Br:1][C:2]1[CH:20]=[CH:19][C:5]([NH:6][C:7]2[C:12]([C:13]([O:15][CH2:16][CH3:17])=[O:14])=[CH:11][N:10]=[C:9](Cl)C=2)=[C:4]([F:21])[CH:3]=1.COS(OC)(=O)=O.C(N(CC)CC)C.CC(O)=O.[CH3:40][CH2:41][OH:42]. The catalyst is C(Cl)(Cl)Cl. (4) The reactants are Cl[C:2]1[N:7]=[C:6]([NH:8][C@@H:9]2[CH2:17][C@H:16]3[N:12]([CH2:13][CH2:14][CH2:15]3)[C:11]([CH3:19])([CH3:18])[CH2:10]2)[C:5]([F:20])=[CH:4][N:3]=1.[NH2:21][C:22]1[CH:23]=[CH:24][C:25]([N:35]2[CH2:40][CH2:39][N:38]([CH:41]3[CH2:44][O:43][CH2:42]3)[CH2:37][CH2:36]2)=[C:26]([N:28]2[C:32](=[O:33])[N:31]([CH3:34])[N:30]=[N:29]2)[CH:27]=1.CC1C=CC(S(O)(=O)=O)=CC=1. The catalyst is CC(O)C. The product is [CH3:18][C:11]1([CH3:19])[CH2:10][C@H:9]([NH:8][C:6]2[C:5]([F:20])=[CH:4][N:3]=[C:2]([NH:21][C:22]3[CH:23]=[CH:24][C:25]([N:35]4[CH2:40][CH2:39][N:38]([CH:41]5[CH2:44][O:43][CH2:42]5)[CH2:37][CH2:36]4)=[C:26]([N:28]4[C:32](=[O:33])[N:31]([CH3:34])[N:30]=[N:29]4)[CH:27]=3)[N:7]=2)[CH2:17][C@H:16]2[N:12]1[CH2:13][CH2:14][CH2:15]2. The yield is 0.550. (5) The reactants are [CH3:1][Si:2]([CH3:19])([CH3:18])[CH2:3][CH2:4][O:5][C:6]([NH:8][CH2:9][CH2:10][CH2:11][CH2:12][CH2:13][CH2:14][C:15]([O-])=O)=[O:7].CO.[C:26]([OH:28])(=[O:27])[CH2:24][C:24]([CH2:24][C:26]([OH:28])=[O:27])([C:26]([OH:28])=[O:27])O.C(N(CC)CC)C.C(O)(=O)CC(O)=O.CN(C)C=O.P([O-])(O)(O)=O.[K+]. The catalyst is C1(C)C=CC=CC=1. The product is [CH3:1][Si:2]([CH3:19])([CH3:18])[CH2:3][CH2:4][O:5][C:6]([NH:8][CH2:9][CH2:10][CH2:11][CH2:12][CH2:13]/[CH:14]=[CH:15]/[CH2:24][C:26]([OH:28])=[O:27])=[O:7]. The yield is 0.690. (6) The reactants are [CH3:1]I.[OH-].[Na+].C[O:6][C:7]([C:9]1[CH:10]=[CH:11][C:12]2[NH:18][C:17]3[CH:19]=[CH:20][CH:21]=[CH:22][C:16]=3[CH2:15][S:14](=[O:24])(=[O:23])[C:13]=2[CH:25]=1)=[O:8].O. The catalyst is S([O-])(O)(=O)=O.C([N+](CCCC)(CCCC)CCCC)CCC.C1C=CC=CC=1. The product is [CH3:1][N:18]1[C:17]2[CH:19]=[CH:20][CH:21]=[CH:22][C:16]=2[CH2:15][S:14](=[O:24])(=[O:23])[C:13]2[CH:25]=[C:9]([C:7]([OH:6])=[O:8])[CH:10]=[CH:11][C:12]1=2. The yield is 0.0880. (7) The reactants are [Cl:1][C:2]1[CH:7]=[CH:6][CH:5]=[C:4]([N:8]2[CH2:12][CH2:11][CH2:10][CH2:9]2)[C:3]=1[CH2:13][N:14]1[CH2:19][CH2:18][NH:17][CH2:16][CH2:15]1.[C:20](=O)([O:29]N1C(=O)CCC1=O)[O:21][N:22]1[C:26](=[O:27])[CH2:25][CH2:24][C:23]1=[O:28].ClCCl.C(N(CC)C(C)C)(C)C. The catalyst is O. The product is [Cl:1][C:2]1[CH:7]=[CH:6][CH:5]=[C:4]([N:8]2[CH2:9][CH2:10][CH2:11][CH2:12]2)[C:3]=1[CH2:13][N:14]1[CH2:15][CH2:16][N:17]([C:20]([O:21][N:22]2[C:26](=[O:27])[CH2:25][CH2:24][C:23]2=[O:28])=[O:29])[CH2:18][CH2:19]1. The yield is 0.640.